This data is from Forward reaction prediction with 1.9M reactions from USPTO patents (1976-2016). The task is: Predict the product of the given reaction. Given the reactants [CH3:1][O:2][C:3]1[CH:8]=[CH:7][CH:6]=[CH:5][C:4]=1[N:9]1[CH:13]=[C:12]([CH3:14])[C:11]([C:15](OCC)=[O:16])=[N:10]1.[H-].[Al+3].[Li+].[H-].[H-].[H-], predict the reaction product. The product is: [CH3:1][O:2][C:3]1[CH:8]=[CH:7][CH:6]=[CH:5][C:4]=1[N:9]1[CH:13]=[C:12]([CH3:14])[C:11]([CH:15]=[O:16])=[N:10]1.